Dataset: Catalyst prediction with 721,799 reactions and 888 catalyst types from USPTO. Task: Predict which catalyst facilitates the given reaction. (1) Reactant: [Br:1][C:2]1[CH:11]=[CH:10][CH:9]=[C:8]2[C:3]=1[CH:4]=[CH:5][C:6](=[O:12])[NH:7]2.[H-].[Na+].[CH3:15][O:16][C:17]1[CH:24]=[CH:23][C:20]([CH2:21]Cl)=[CH:19][CH:18]=1. Product: [Br:1][C:2]1[CH:11]=[CH:10][CH:9]=[C:8]2[C:3]=1[CH:4]=[CH:5][C:6](=[O:12])[N:7]2[CH2:21][C:20]1[CH:23]=[CH:24][C:17]([O:16][CH3:15])=[CH:18][CH:19]=1. The catalyst class is: 3. (2) Reactant: [Br:1][C:2]1[CH:3]=[C:4]([CH:18]=[C:19]([CH2:21][OH:22])[CH:20]=1)[CH2:5][O:6][C:7]1[CH:12]=[CH:11][CH:10]=[CH:9][C:8]=1[CH2:13][C:14]([O:16][CH3:17])=[O:15].CC1(C)N([O])C(C)(C)CCC1.P([O-])([O-])([O-])=[O:35].[O-]Cl=O.[Na+].[O-]Cl.[Na+].[O-]S([O-])=O.[Na+].[Na+].Cl. Product: [Br:1][C:2]1[CH:20]=[C:19]([CH:18]=[C:4]([CH2:5][O:6][C:7]2[CH:12]=[CH:11][CH:10]=[CH:9][C:8]=2[CH2:13][C:14]([O:16][CH3:17])=[O:15])[CH:3]=1)[C:21]([OH:35])=[O:22]. The catalyst class is: 144. (3) Reactant: Cl.[Cl:2][C:3]1[CH:8]=[CH:7][CH:6]=[CH:5][C:4]=1[C:9]1[C:17]2[O:16][CH:15](NC)[CH2:14][C:13]=2[CH:12]=[CH:11][CH:10]=1.[CH:20]([N:23]([CH:26](C)C)CC)(C)[CH3:21].C(OC(=O)C)(=[O:31])C. Product: [Cl:2][C:3]1[CH:8]=[CH:7][CH:6]=[CH:5][C:4]=1[C:9]1[C:17]2[O:16][CH:15]([CH2:26][NH:23][C:20](=[O:31])[CH3:21])[CH2:14][C:13]=2[CH:12]=[CH:11][CH:10]=1. The catalyst class is: 2.